This data is from Forward reaction prediction with 1.9M reactions from USPTO patents (1976-2016). The task is: Predict the product of the given reaction. (1) Given the reactants ClC(Cl)(O[C:5](=[O:11])OC(Cl)(Cl)Cl)Cl.[CH:13]([N:16]1[C:20]2[N:21]=[C:22]([C:31]3[CH:37]=[CH:36][C:34]([NH2:35])=[CH:33][CH:32]=3)[N:23]=[C:24]([N:25]3[CH2:30][CH2:29][O:28][CH2:27][CH2:26]3)[C:19]=2[N:18]=[N:17]1)([CH3:15])[CH3:14].[CH3:38]CN(CC)CC.[NH2:45][C:46]1[CH:59]=[CH:58][C:49]([C:50]([NH:52][CH2:53][CH2:54][N:55]([CH3:57])[CH3:56])=[O:51])=[CH:48][CH:47]=1, predict the reaction product. The product is: [CH3:38][C:58]1[CH:59]=[C:46]([NH:45][C:5](=[O:11])[NH:35][C:34]2[CH:36]=[CH:37][C:31]([C:22]3[N:23]=[C:24]([N:25]4[CH2:30][CH2:29][O:28][CH2:27][CH2:26]4)[C:19]4[N:18]=[N:17][N:16]([CH:13]([CH3:15])[CH3:14])[C:20]=4[N:21]=3)=[CH:32][CH:33]=2)[CH:47]=[CH:48][C:49]=1[C:50]([NH:52][CH2:53][CH2:54][N:55]([CH3:56])[CH3:57])=[O:51]. (2) Given the reactants [C:1]([N:4]([CH2:17][C:18]1[CH:19]=[C:20]([C:24]2[C:29]([CH3:30])=[CH:28][CH:27]=[CH:26][C:25]=2[CH3:31])[CH:21]=[CH:22][CH:23]=1)[C:5]1[CH:10]=[CH:9][C:8]([CH2:11][CH2:12][C:13]([O:15]C)=[O:14])=[CH:7][CH:6]=1)(=[O:3])[CH3:2].[OH-].[Na+].O.C(O)(=O)CC(CC(O)=O)(C(O)=O)O, predict the reaction product. The product is: [C:1]([N:4]([CH2:17][C:18]1[CH:19]=[C:20]([C:24]2[C:25]([CH3:31])=[CH:26][CH:27]=[CH:28][C:29]=2[CH3:30])[CH:21]=[CH:22][CH:23]=1)[C:5]1[CH:10]=[CH:9][C:8]([CH2:11][CH2:12][C:13]([OH:15])=[O:14])=[CH:7][CH:6]=1)(=[O:3])[CH3:2]. (3) Given the reactants N[C:2]1[C:7]2[N:8]=[C:9]([C:11]3[CH:12]=[C:13]([C:19]4[C:20]([N:39]([CH3:44])[S:40]([CH3:43])(=[O:42])=[O:41])=[CH:21][C:22]5[O:26][C:25]([C:27]6[CH:32]=[CH:31][C:30]([F:33])=[CH:29][CH:28]=6)=[C:24]([C:34]([NH:36][CH3:37])=[O:35])[C:23]=5[CH:38]=4)[CH:14]=[CH:15][C:16]=3[O:17][CH3:18])[O:10][C:6]=2[CH:5]=[CH:4][CH:3]=1.[I:45]I.N(OCCC(C)C)=O.CNC(C1C2C=CC(N(C)S(C)(=O)=O)=CC=2OC=1)=O, predict the reaction product. The product is: [F:33][C:30]1[CH:31]=[CH:32][C:27]([C:25]2[O:26][C:22]3[CH:21]=[C:20]([N:39]([CH3:44])[S:40]([CH3:43])(=[O:41])=[O:42])[C:19]([C:13]4[CH:14]=[CH:15][C:16]([O:17][CH3:18])=[C:11]([C:9]5[O:10][C:6]6[CH:5]=[CH:4][CH:3]=[C:2]([I:45])[C:7]=6[N:8]=5)[CH:12]=4)=[CH:38][C:23]=3[C:24]=2[C:34]([NH:36][CH3:37])=[O:35])=[CH:28][CH:29]=1.